From a dataset of Forward reaction prediction with 1.9M reactions from USPTO patents (1976-2016). Predict the product of the given reaction. (1) Given the reactants CO.[C:3]([NH:11][C:12]1[CH:20]=[C:19]([C:21](=O)[C:22]2[CH:27]=[CH:26][CH:25]=[CH:24][CH:23]=2)[CH:18]=[CH:17][C:13]=1[C:14]([OH:16])=[O:15])(=[O:10])[C:4]1[CH:9]=[CH:8][CH:7]=[CH:6][CH:5]=1, predict the reaction product. The product is: [C:3]([NH:11][C:12]1[CH:20]=[C:19]([CH2:21][C:22]2[CH:27]=[CH:26][CH:25]=[CH:24][CH:23]=2)[CH:18]=[CH:17][C:13]=1[C:14]([OH:16])=[O:15])(=[O:10])[C:4]1[CH:5]=[CH:6][CH:7]=[CH:8][CH:9]=1. (2) Given the reactants I[C:2]1[CH:7]=[CH:6][C:5]([N+:8]([O-:10])=[O:9])=[CH:4][CH:3]=1.[CH2:11]([OH:14])[CH:12]=[CH2:13].C(=O)(O)[O-].[Na+].CN(C)C=O, predict the reaction product. The product is: [N+:8]([C:5]1[CH:6]=[CH:7][C:2]([CH2:13][CH2:12][CH:11]=[O:14])=[CH:3][CH:4]=1)([O-:10])=[O:9].